From a dataset of Full USPTO retrosynthesis dataset with 1.9M reactions from patents (1976-2016). Predict the reactants needed to synthesize the given product. (1) Given the product [C:22]([O:9][CH2:8][C:6]1[CH:5]=[C:4]([OH:10])[C:3]([C:11]([C:13]2[CH:18]=[CH:17][C:16]([O:19][CH2:20][CH3:21])=[CH:15][CH:14]=2)=[O:12])=[C:2]([Cl:1])[CH:7]=1)(=[O:24])[CH3:23], predict the reactants needed to synthesize it. The reactants are: [Cl:1][C:2]1[CH:7]=[C:6]([CH2:8][OH:9])[CH:5]=[C:4]([OH:10])[C:3]=1[C:11]([C:13]1[CH:18]=[CH:17][C:16]([O:19][CH2:20][CH3:21])=[CH:15][CH:14]=1)=[O:12].[C:22](OC=C)(=[O:24])[CH3:23].CCCC[Sn](Cl)(O[Sn](Cl)(CCCC)CCCC)CCCC.C(OCC1C=C(O)C(C(C2C=CC(OC)=CC=2)=O)=C(Cl)C=1)(=O)C. (2) Given the product [ClH:32].[CH3:1][C@@H:2]1[C:11]2[N:10]=[C:9]([N:12]3[CH2:17][CH2:16][O:15][CH2:14][C@H:13]3[CH3:18])[CH:8]=[CH:7][C:6]=2[CH2:5][NH:4][CH2:3]1, predict the reactants needed to synthesize it. The reactants are: [CH3:1][C@@H:2]1[C:11]2[N:10]=[C:9]([N:12]3[CH2:17][CH2:16][O:15][CH2:14][C@H:13]3[CH3:18])[CH:8]=[CH:7][C:6]=2[CH2:5][N:4](C(OC(C)(C)C)=O)[CH2:3]1.C(OCC)(=O)C.[ClH:32]. (3) Given the product [NH2:8][C:9]1[S:10][C:11]2[CH:17]=[C:16]([O:18][S:19]([C:22]3[CH:27]=[CH:26][C:25]([F:28])=[CH:24][CH:23]=3)(=[O:20])=[O:21])[CH:15]=[CH:14][C:12]=2[N:13]=1, predict the reactants needed to synthesize it. The reactants are: C(OC([NH:8][C:9]1[S:10][C:11]2[CH:17]=[C:16]([O:18][S:19]([C:22]3[CH:27]=[CH:26][C:25]([F:28])=[CH:24][CH:23]=3)(=[O:21])=[O:20])[CH:15]=[CH:14][C:12]=2[N:13]=1)=O)(C)(C)C.FC(F)(F)C(O)=O.O. (4) Given the product [F:12][C:2]([F:1])([F:11])[C:3]1[O:7][CH:6]=[N:5][C:4]=1[C:8]([OH:10])=[O:9], predict the reactants needed to synthesize it. The reactants are: [F:1][C:2]([F:12])([F:11])[C:3]1[O:7][CH:6]=[N:5][C:4]=1[C:8]([O-:10])=[O:9].[OH-].[Na+]. (5) Given the product [Cl:1][C:2]1[CH:7]=[C:6]([F:8])[CH:5]=[CH:4][C:3]=1[NH:9][C:10]1[N:15]2[N:16]=[CH:17][C:18]([C:19]([NH:41][S:38]([CH2:36][CH3:37])(=[O:40])=[O:39])=[O:20])=[C:14]2[N:13]=[CH:12][C:11]=1[C:22]([N:24]1[CH2:25][CH2:26][CH:27]([C:30]2[CH:35]=[CH:34][CH:33]=[CH:32][CH:31]=2)[CH2:28][CH2:29]1)=[O:23], predict the reactants needed to synthesize it. The reactants are: [Cl:1][C:2]1[CH:7]=[C:6]([F:8])[CH:5]=[CH:4][C:3]=1[NH:9][C:10]1[N:15]2[N:16]=[CH:17][C:18]([C:19](O)=[O:20])=[C:14]2[N:13]=[CH:12][C:11]=1[C:22]([N:24]1[CH2:29][CH2:28][CH:27]([C:30]2[CH:35]=[CH:34][CH:33]=[CH:32][CH:31]=2)[CH2:26][CH2:25]1)=[O:23].[CH2:36]([S:38]([NH2:41])(=[O:40])=[O:39])[CH3:37]. (6) Given the product [NH2:18][C:16]1[NH:15][N:14]=[C:13]([NH:12][C:5]2[CH:6]=[C:7]([C:8]([F:11])([F:10])[F:9])[C:2]([C:66]3[CH:65]=[CH:64][C:63]([S:60]([NH:59][C:48]4([CH3:47])[CH2:49][N:50]([C:52]([O:54][C:55]([CH3:58])([CH3:57])[CH3:56])=[O:53])[CH2:51]4)(=[O:62])=[O:61])=[CH:68][CH:67]=3)=[C:3]([Cl:19])[CH:4]=2)[N:17]=1, predict the reactants needed to synthesize it. The reactants are: Br[C:2]1[C:7]([C:8]([F:11])([F:10])[F:9])=[CH:6][C:5]([NH:12][C:13]2[N:17]=[C:16]([NH2:18])[NH:15][N:14]=2)=[CH:4][C:3]=1[Cl:19].CN1C(C)(C)CC(SC2C=CC(B3OC(C)(C)C(C)(C)O3)=CC=2)CC1(C)C.[CH3:47][C:48]1([NH:59][S:60]([C:63]2[CH:68]=[CH:67][C:66](B3OC(C)(C)C(C)(C)O3)=[CH:65][CH:64]=2)(=[O:62])=[O:61])[CH2:51][N:50]([C:52]([O:54][C:55]([CH3:58])([CH3:57])[CH3:56])=[O:53])[CH2:49]1.C([O-])([O-])=O.[K+].[K+].